This data is from NCI-60 drug combinations with 297,098 pairs across 59 cell lines. The task is: Regression. Given two drug SMILES strings and cell line genomic features, predict the synergy score measuring deviation from expected non-interaction effect. (1) Synergy scores: CSS=-5.34, Synergy_ZIP=1.58, Synergy_Bliss=-0.454, Synergy_Loewe=-10.3, Synergy_HSA=-6.27. Drug 1: CNC(=O)C1=CC=CC=C1SC2=CC3=C(C=C2)C(=NN3)C=CC4=CC=CC=N4. Drug 2: C1=CC(=CC=C1CC(C(=O)O)N)N(CCCl)CCCl.Cl. Cell line: MDA-MB-435. (2) Drug 1: CC1=CC=C(C=C1)C2=CC(=NN2C3=CC=C(C=C3)S(=O)(=O)N)C(F)(F)F. Drug 2: C1=CC=C(C=C1)NC(=O)CCCCCCC(=O)NO. Cell line: OVCAR-8. Synergy scores: CSS=34.4, Synergy_ZIP=-10.1, Synergy_Bliss=-1.69, Synergy_Loewe=-38.1, Synergy_HSA=-2.86. (3) Drug 1: C1=NC2=C(N1)C(=S)N=C(N2)N. Drug 2: C#CCC(CC1=CN=C2C(=N1)C(=NC(=N2)N)N)C3=CC=C(C=C3)C(=O)NC(CCC(=O)O)C(=O)O. Cell line: HOP-62. Synergy scores: CSS=39.0, Synergy_ZIP=0.944, Synergy_Bliss=0.798, Synergy_Loewe=1.89, Synergy_HSA=1.89. (4) Drug 1: CCC1(CC2CC(C3=C(CCN(C2)C1)C4=CC=CC=C4N3)(C5=C(C=C6C(=C5)C78CCN9C7C(C=CC9)(C(C(C8N6C=O)(C(=O)OC)O)OC(=O)C)CC)OC)C(=O)OC)O.OS(=O)(=O)O. Drug 2: CC1=C(C(=O)C2=C(C1=O)N3CC4C(C3(C2COC(=O)N)OC)N4)N. Cell line: TK-10. Synergy scores: CSS=7.40, Synergy_ZIP=-3.36, Synergy_Bliss=-1.88, Synergy_Loewe=-7.58, Synergy_HSA=-2.30. (5) Drug 1: CN(CC1=CN=C2C(=N1)C(=NC(=N2)N)N)C3=CC=C(C=C3)C(=O)NC(CCC(=O)O)C(=O)O. Drug 2: CC1=C(C=C(C=C1)NC(=O)C2=CC=C(C=C2)CN3CCN(CC3)C)NC4=NC=CC(=N4)C5=CN=CC=C5. Cell line: DU-145. Synergy scores: CSS=23.8, Synergy_ZIP=-7.44, Synergy_Bliss=-6.25, Synergy_Loewe=-48.5, Synergy_HSA=-9.98. (6) Drug 1: C1CC(C1)(C(=O)O)C(=O)O.[NH2-].[NH2-].[Pt+2]. Drug 2: CCCCCOC(=O)NC1=NC(=O)N(C=C1F)C2C(C(C(O2)C)O)O. Cell line: NCI/ADR-RES. Synergy scores: CSS=-2.85, Synergy_ZIP=1.53, Synergy_Bliss=0.805, Synergy_Loewe=-5.46, Synergy_HSA=-5.36. (7) Drug 2: CC1OCC2C(O1)C(C(C(O2)OC3C4COC(=O)C4C(C5=CC6=C(C=C35)OCO6)C7=CC(=C(C(=C7)OC)O)OC)O)O. Synergy scores: CSS=69.9, Synergy_ZIP=1.23, Synergy_Bliss=-2.49, Synergy_Loewe=-1.54, Synergy_HSA=0.618. Cell line: K-562. Drug 1: CNC(=O)C1=CC=CC=C1SC2=CC3=C(C=C2)C(=NN3)C=CC4=CC=CC=N4.